This data is from Forward reaction prediction with 1.9M reactions from USPTO patents (1976-2016). The task is: Predict the product of the given reaction. (1) Given the reactants Br[C:2]1[CH2:11][CH2:10][C:9]2[C:4](=[CH:5][CH:6]=[C:7]([O:12][CH3:13])[CH:8]=2)[C:3]=1[O:14]C(=O)C.[CH3:18][O:19][C:20]1[C:27]([Sn](C)(C)C)=[CH:26][CH:25]=[C:24]([O:32][CH3:33])[C:21]=1[C:22]#[N:23].[OH-].[Na+].Cl, predict the reaction product. The product is: [CH3:33][O:32][C:24]1[C:25]([CH:2]2[CH2:11][CH2:10][C:9]3[C:4](=[CH:5][CH:6]=[C:7]([O:12][CH3:13])[CH:8]=3)[C:3]2=[O:14])=[CH:26][CH:27]=[C:20]([O:19][CH3:18])[C:21]=1[C:22]#[N:23]. (2) Given the reactants [Cl:1][C:2]1[CH:7]=[C:6]([Cl:8])[CH:5]=[CH:4][C:3]=1[C:9]1[N:10]=[C:11]([CH2:28]C)[C:12]([NH:17][C@@H:18]2[C:26]3[C:21](=[CH:22][CH:23]=[CH:24][CH:25]=3)[CH2:20][C@@H:19]2O)=[N:13][C:14]=1[CH2:15]C.BrC1N=C(C)C(NC2C3C(=CC=CC=3)CC2)=NC=1C, predict the reaction product. The product is: [Cl:1][C:2]1[CH:7]=[C:6]([Cl:8])[CH:5]=[CH:4][C:3]=1[C:9]1[N:10]=[C:11]([CH3:28])[C:12]([NH:17][CH:18]2[C:26]3[C:21](=[CH:22][CH:23]=[CH:24][CH:25]=3)[CH2:20][CH2:19]2)=[N:13][C:14]=1[CH3:15]. (3) Given the reactants [CH3:1][O:2][C:3]1[CH:13]=[CH:12][C:6]([CH2:7][NH:8][CH:9]2[CH2:11][CH2:10]2)=[CH:5][CH:4]=1.[Cl:14][C:15]1[CH:16]=[C:17](Cl)[C:18]2[N:19]([C:21]([C:24]([NH:26][C:27]3[CH:32]=[CH:31][N:30]=[C:29]([F:33])[CH:28]=3)=[O:25])=[CH:22][N:23]=2)[N:20]=1.BrC1C2N(C(C(NC3C=CN=C(F)C=3)=O)=CN=2)N=C(Cl)C=1.BrC1C2N(C(C(NC3C=CN=C(F)C=3)=O)=CN=2)N=C(Cl)C=1.CCN(C(C)C)C(C)C, predict the reaction product. The product is: [Cl:14][C:15]1[CH:16]=[C:17]([N:8]([CH:9]2[CH2:11][CH2:10]2)[CH2:7][C:6]2[CH:12]=[CH:13][C:3]([O:2][CH3:1])=[CH:4][CH:5]=2)[C:18]2[N:19]([C:21]([C:24]([NH:26][C:27]3[CH:32]=[CH:31][N:30]=[C:29]([F:33])[CH:28]=3)=[O:25])=[CH:22][N:23]=2)[N:20]=1. (4) Given the reactants [Si:1]([O:8][CH2:9][C@H:10]1[CH2:19][C:18]2[C:13](=[CH:14][CH:15]=[CH:16][C:17]=2[CH2:20][CH:21]=[O:22])[C@H:12]([CH3:23])[N:11]1[C:24](=[O:34])[CH2:25][C:26]1[C:31]([Cl:32])=[CH:30][CH:29]=[CH:28][C:27]=1[Cl:33])([C:4]([CH3:7])([CH3:6])[CH3:5])([CH3:3])[CH3:2].[CH3:35][Mg]Cl, predict the reaction product. The product is: [Si:1]([O:8][CH2:9][C@H:10]1[CH2:19][C:18]2[C:13](=[CH:14][CH:15]=[CH:16][C:17]=2[CH2:20][CH:21]([OH:22])[CH3:35])[C@H:12]([CH3:23])[N:11]1[C:24](=[O:34])[CH2:25][C:26]1[C:31]([Cl:32])=[CH:30][CH:29]=[CH:28][C:27]=1[Cl:33])([C:4]([CH3:7])([CH3:5])[CH3:6])([CH3:3])[CH3:2].